Dataset: Forward reaction prediction with 1.9M reactions from USPTO patents (1976-2016). Task: Predict the product of the given reaction. (1) Given the reactants [CH3:1][NH:2][C:3](=[O:6])[CH:4]=[CH2:5].[CH3:7][O:8][C:9]1[CH:10]=[C:11]([CH:14]=[C:15]([O:17][CH3:18])[CH:16]=1)[CH2:12][NH2:13], predict the reaction product. The product is: [CH3:18][O:17][C:15]1[CH:14]=[C:11]([CH2:12][NH:13][CH2:5][CH2:4][C:3]([NH:2][CH3:1])=[O:6])[CH:10]=[C:9]([O:8][CH3:7])[CH:16]=1. (2) Given the reactants [C:1]1([C:7]2[N:8]=[C:9]([NH2:13])[N:10]=[N:11][CH:12]=2)[CH:6]=[CH:5][CH:4]=[CH:3][CH:2]=1.[Br:14]N1C(=O)CCC1=O, predict the reaction product. The product is: [Br:14][C:12]1[N:11]=[N:10][C:9]([NH2:13])=[N:8][C:7]=1[C:1]1[CH:2]=[CH:3][CH:4]=[CH:5][CH:6]=1. (3) Given the reactants [F:1][C:2]1[C:10]([O:11][CH3:12])=[CH:9][CH:8]=[C:7]([I:13])[C:3]=1[C:4]([NH2:6])=O.S(Cl)(Cl)=O, predict the reaction product. The product is: [F:1][C:2]1[C:10]([O:11][CH3:12])=[CH:9][CH:8]=[C:7]([I:13])[C:3]=1[C:4]#[N:6]. (4) Given the reactants [Cl:1][C:2]1[CH:38]=[CH:37][C:5]([C:6]([N:8]2[CH2:14][C:13]3[CH:15]=[CH:16][C:17](C(O)=O)=[CH:18][C:12]=3[N:11]([CH2:22][C:23]3[CH:28]=[CH:27][C:26]([C:29]([N:31]4[CH2:35][CH:34]=[CH:33][CH2:32]4)=[O:30])=[CH:25][CH:24]=3)[C:10](=[O:36])[CH2:9]2)=[O:7])=[CH:4][CH:3]=1.C1(P(N=[N+]=[N-])(C2C=CC=CC=2)=[O:46])C=CC=CC=1.[CH2:56]([N:58](CC)CC)[CH3:57].C(Cl)(=O)C, predict the reaction product. The product is: [Cl:1][C:2]1[CH:38]=[CH:37][C:5]([C:6]([N:8]2[CH2:14][C:13]3[CH:15]=[CH:16][C:17]([NH:58][C:56](=[O:46])[CH3:57])=[CH:18][C:12]=3[N:11]([CH2:22][C:23]3[CH:24]=[CH:25][C:26]([C:29]([N:31]4[CH2:35][CH:34]=[CH:33][CH2:32]4)=[O:30])=[CH:27][CH:28]=3)[C:10](=[O:36])[CH2:9]2)=[O:7])=[CH:4][CH:3]=1. (5) Given the reactants [N:1]1([C:16]([O:18][C:19]([CH3:22])([CH3:21])[CH3:20])=[O:17])[CH2:6][CH2:5][CH:4]([C:7]([O:9]C2C=CC=CN=2)=O)[CH2:3][CH2:2]1.[Cl:23][C:24]1[CH:29]=[CH:28][CH:27]=[CH:26][C:25]=1B(O)O.C1(P(C2C=CC=CC=2)C2C=CC=CC=2)C=CC=CC=1, predict the reaction product. The product is: [Cl:23][C:24]1[CH:29]=[CH:28][CH:27]=[CH:26][C:25]=1[C:7]([CH:4]1[CH2:3][CH2:2][N:1]([C:16]([O:18][C:19]([CH3:20])([CH3:21])[CH3:22])=[O:17])[CH2:6][CH2:5]1)=[O:9]. (6) Given the reactants O.[OH-].[Li+].C([O:6][C:7]([C@:9]1([NH2:31])[C@H:14]([S:15][CH2:16][C:17]2[CH:22]=[CH:21][C:20]([Cl:23])=[C:19]([Cl:24])[CH:18]=2)[CH2:13][C@@H:12]2[C@H:10]1[C@@:11]2([F:30])[C:25]([O:27]CC)=[O:26])=[O:8])C.Cl, predict the reaction product. The product is: [NH2:31][C@@:9]1([C:7]([OH:8])=[O:6])[C@H:14]([S:15][CH2:16][C:17]2[CH:22]=[CH:21][C:20]([Cl:23])=[C:19]([Cl:24])[CH:18]=2)[CH2:13][C@@H:12]2[C@H:10]1[C@@:11]2([F:30])[C:25]([OH:27])=[O:26]. (7) Given the reactants [F:1][C:2]1([F:15])[O:7][C:6]2[CH:8]=[CH:9][C:10]([NH2:12])=[CH:11][C:5]=2[O:4][C:3]1([F:14])[F:13].[CH2:16](Br)[C:17]#[CH:18].C1(C)C=CC=CC=1, predict the reaction product. The product is: [CH2:18]([NH:12][C:10]1[CH:9]=[CH:8][C:6]2[O:7][C:2]([F:1])([F:15])[C:3]([F:13])([F:14])[O:4][C:5]=2[CH:11]=1)[C:17]#[CH:16]. (8) Given the reactants FC(F)(F)C(O)=O.[CH3:8][O:9][C:10](=[O:23])[C@H:11]([CH:20]([CH3:22])[CH3:21])[NH:12][C:13](=[O:19])[C@H:14]([CH:16]([CH3:18])[CH3:17])[NH2:15].[C:24]([O:28][C:29]([NH:31][C@H:32]([C:42](O)=[O:43])[CH2:33][O:34][CH2:35][C:36]1[CH:41]=[CH:40][CH:39]=[CH:38][CH:37]=1)=[O:30])([CH3:27])([CH3:26])[CH3:25].C(N(CC)C(C)C)(C)C.C1C=C2N=NN(O)C2=CC=1.O.CCN=C=NCCCN(C)C.Cl, predict the reaction product. The product is: [CH3:8][O:9][C:10](=[O:23])[C@H:11]([CH:20]([CH3:22])[CH3:21])[NH:12][C:13](=[O:19])[C@H:14]([CH:16]([CH3:17])[CH3:18])[NH:15][C:42](=[O:43])[C@H:32]([CH2:33][O:34][CH2:35][C:36]1[CH:41]=[CH:40][CH:39]=[CH:38][CH:37]=1)[NH:31][C:29]([O:28][C:24]([CH3:27])([CH3:25])[CH3:26])=[O:30]. (9) The product is: [CH:1]1([N:6]2[C:14]3[C:9](=[CH:10][CH:11]=[C:12]([C:15]4[N:19]([C:20]5[CH:28]=[CH:27][C:23]([C:85]([NH2:34])=[O:88])=[CH:22][CH:21]=5)[N:18]=[CH:17][CH:16]=4)[CH:13]=3)[C:8]([CH2:29][CH3:30])=[N:7]2)[CH2:5][CH2:4][CH2:3][CH2:2]1. Given the reactants [CH:1]1([N:6]2[C:14]3[C:9](=[CH:10][CH:11]=[C:12]([C:15]4[N:19]([C:20]5[CH:28]=[CH:27][C:23](C(O)=O)=[CH:22][CH:21]=5)[N:18]=[CH:17][CH:16]=4)[CH:13]=3)[C:8]([CH2:29][CH3:30])=[N:7]2)[CH2:5][CH2:4][CH2:3][CH2:2]1.C1C[N:34]([P+](ON2N=NC3C=CC=CC2=3)(N2CCCC2)N2CCCC2)CC1.F[P-](F)(F)(F)(F)F.ON1C2C=CC=CC=2N=N1.C(N(CC)C(C)C)(C)C.[Cl-].[NH4+].[C:85]([O-:88])(O)=O.[Na+], predict the reaction product. (10) Given the reactants Cl[C:2]1[CH:9]=[CH:8][C:5]([C:6]#[N:7])=[C:4]([N:10]([CH2:12][CH2:13][O:14][CH3:15])[CH3:11])[N:3]=1.[Br:16][C:17]1[CH:24]=[CH:23][C:22]([OH:25])=[CH:21][C:18]=1[CH:19]=[O:20].C([O-])([O-])=O.[K+].[K+], predict the reaction product. The product is: [Br:16][C:17]1[CH:24]=[CH:23][C:22]([O:25][C:2]2[CH:9]=[CH:8][C:5]([C:6]#[N:7])=[C:4]([N:10]([CH2:12][CH2:13][O:14][CH3:15])[CH3:11])[N:3]=2)=[CH:21][C:18]=1[CH:19]=[O:20].